From a dataset of Peptide-MHC class II binding affinity with 134,281 pairs from IEDB. Regression. Given a peptide amino acid sequence and an MHC pseudo amino acid sequence, predict their binding affinity value. This is MHC class II binding data. (1) The peptide sequence is GELQIVDKHDAAFKI. The MHC is DRB1_0101 with pseudo-sequence DRB1_0101. The binding affinity (normalized) is 0.338. (2) The binding affinity (normalized) is 0.768. The MHC is DRB1_0101 with pseudo-sequence DRB1_0101. The peptide sequence is FKLLQNSQVYSLIRP.